Dataset: Reaction yield outcomes from USPTO patents with 853,638 reactions. Task: Predict the reaction yield, written as a fraction of the theoretical maximum amount of product (1.0 means a 100% yield; for example, 0.34 means a 34% yield). (1) The reactants are [CH3:1][O:2][C:3](=[O:25])[C@H:4]([CH2:21][CH2:22][S:23][CH3:24])[NH:5][C:6](=[O:20])[C:7]1[CH:12]=[CH:11][C:10](I)=[CH:9][C:8]=1[C:14]1[CH:19]=[CH:18][CH:17]=[CH:16][CH:15]=1.ClCCl.[C:29]([Sn](CCCC)(CCCC)CCCC)#[CH:30].[I-].Br[C:46]1[CH:47]=[N:48][CH:49]=[CH:50][CH:51]=1.C(N(CC)CC)C. The catalyst is CN(C=O)C.CCOCC.C(OCC)(=O)C.C1C=CC(P(C2C=CC=CC=2)[C-]2C=CC=C2)=CC=1.C1C=CC(P(C2C=CC=CC=2)[C-]2C=CC=C2)=CC=1.Cl[Pd]Cl.[Fe+2]. The product is [CH3:1][O:2][C:3](=[O:25])[C@H:4]([CH2:21][CH2:22][S:23][CH3:24])[NH:5][C:6](=[O:20])[C:7]1[CH:12]=[CH:11][C:10]([C:29]#[C:30][C:46]2[CH:47]=[N:48][CH:49]=[CH:50][CH:51]=2)=[CH:9][C:8]=1[C:14]1[CH:19]=[CH:18][CH:17]=[CH:16][CH:15]=1. The yield is 0.240. (2) The reactants are [C:1]([O:4][C:5]1[CH:13]=[CH:12][C:11]([Br:14])=[CH:10][C:6]=1[C:7]([OH:9])=O)(=[O:3])[CH3:2].[NH2:15][C:16]1[S:17][CH:18]=[C:19]([C:21]([CH3:24])([CH3:23])[CH3:22])[N:20]=1. No catalyst specified. The product is [C:1]([O:4][C:5]1[CH:13]=[CH:12][C:11]([Br:14])=[CH:10][C:6]=1[C:7]([NH:15][C:16]1[S:17][CH:18]=[C:19]([C:21]([CH3:24])([CH3:23])[CH3:22])[N:20]=1)=[O:9])(=[O:3])[CH3:2]. The yield is 0.594. (3) The reactants are Cl[C:2]1[N:7]=[C:6]([N:8]([CH3:15])[S:9]([N:12]([CH3:14])[CH3:13])(=[O:11])=[O:10])[CH:5]=[C:4]([NH:16][C:17]2[CH:21]=[C:20]([CH3:22])[NH:19][N:18]=2)[N:3]=1.ClC1C(NC2C=C(OC)NN=2)=NC([NH:30][C@H:31]([C:33]2[N:38]=[CH:37][C:36]([F:39])=[CH:35][N:34]=2)[CH3:32])=NC=1.CCN(C(C)C)C(C)C. The catalyst is CCCCO. The product is [F:39][C:36]1[CH:35]=[N:34][C:33]([C@@H:31]([NH:30][C:2]2[N:7]=[C:6]([N:8]([CH3:15])[S:9]([N:12]([CH3:14])[CH3:13])(=[O:11])=[O:10])[CH:5]=[C:4]([NH:16][C:17]3[CH:21]=[C:20]([CH3:22])[NH:19][N:18]=3)[N:3]=2)[CH3:32])=[N:38][CH:37]=1. The yield is 0.700. (4) The yield is 0.110. The catalyst is O. The product is [CH3:1][O:2][C:3](=[O:12])[CH2:4][C:5]1[CH:10]=[CH:9][C:8]([N+:18]([O-:20])=[O:19])=[C:7]([F:11])[CH:6]=1. The reactants are [CH3:1][O:2][C:3](=[O:12])[CH2:4][C:5]1[CH:10]=[CH:9][CH:8]=[C:7]([F:11])[CH:6]=1.OS(O)(=O)=O.[N+:18]([O-])([OH:20])=[O:19]. (5) The reactants are [NH2:1][C:2]1[CH:7]=[CH:6][C:5]([S:8]([NH:11][C:12]2[S:13][C:14]([C:17]([CH3:20])([CH3:19])[CH3:18])=[N:15][N:16]=2)(=[O:10])=[O:9])=[CH:4][CH:3]=1.[C:21](Cl)(=[O:31])[CH2:22][CH2:23][CH2:24][CH2:25][CH2:26][CH2:27][CH2:28][CH2:29][CH3:30].Cl. The catalyst is N1C=CC=CC=1. The product is [C:17]([C:14]1[S:13][C:12]([NH:11][S:8]([C:5]2[CH:6]=[CH:7][C:2]([NH:1][C:21](=[O:31])[CH2:22][CH2:23][CH2:24][CH2:25][CH2:26][CH2:27][CH2:28][CH2:29][CH3:30])=[CH:3][CH:4]=2)(=[O:10])=[O:9])=[N:16][N:15]=1)([CH3:20])([CH3:19])[CH3:18]. The yield is 0.980. (6) The reactants are Br[C:2]1[CH:23]=[CH:22][C:5]2[C:6]3[N:10]([CH2:11][CH2:12][O:13][C:4]=2[CH:3]=1)[CH:9]=[C:8]([C:14]1[N:15]([CH:19]([CH3:21])[CH3:20])[N:16]=[CH:17][N:18]=1)[N:7]=3.[NH2:24][CH2:25][C:26]([OH:28])=[O:27].O[C@H:30]1CN[C@H](C(O)=O)C1.P([O-])([O-])([O-])=O.[K+].[K+].[K+]. The catalyst is CS(C)=O.[Cu]I. The product is [CH3:30][O:27][C:26](=[O:28])[CH2:25][NH:24][C:2]1[CH:23]=[CH:22][C:5]2[C:6]3[N:10]([CH2:11][CH2:12][O:13][C:4]=2[CH:3]=1)[CH:9]=[C:8]([C:14]1[N:15]([CH:19]([CH3:21])[CH3:20])[N:16]=[CH:17][N:18]=1)[N:7]=3. The yield is 0.390. (7) The reactants are [CH3:1][O:2][C:3]1[CH:8]=[CH:7][CH:6]=[C:5]([O:9][CH3:10])[C:4]=1[N:11]1[C:20](=[O:21])[C:19]2[C:14](=[CH:15][CH:16]=[CH:17][CH:18]=2)[N:13]=[C:12]1[CH3:22].[OH:23][C:24]1[C:31]([O:32][CH3:33])=[CH:30][CH:29]=[CH:28][C:25]=1[CH:26]=O. The catalyst is CC(O)=O. The product is [CH3:1][O:2][C:3]1[CH:8]=[CH:7][CH:6]=[C:5]([O:9][CH3:10])[C:4]=1[N:11]1[C:20](=[O:21])[C:19]2[C:14](=[CH:15][CH:16]=[CH:17][CH:18]=2)[N:13]=[C:12]1/[CH:22]=[CH:26]/[C:25]1[CH:28]=[CH:29][CH:30]=[C:31]([O:32][CH3:33])[C:24]=1[OH:23]. The yield is 0.400. (8) The reactants are [K].[CH3:2][CH:3]([CH3:5])[O-:4].[K+].Br[C:8]1[CH:9]=[N:10][CH:11]=[C:12]([Br:14])[CH:13]=1. The catalyst is CC(O)C.[Cu]. The product is [Br:14][C:12]1[CH:13]=[C:8]([O:4][CH:3]([CH3:5])[CH3:2])[CH:9]=[N:10][CH:11]=1. The yield is 0.712.